Dataset: Full USPTO retrosynthesis dataset with 1.9M reactions from patents (1976-2016). Task: Predict the reactants needed to synthesize the given product. (1) Given the product [N:6]1[C:5]2[CH:7]=[CH:8][CH:9]=[CH:10][C:4]=2[NH:3][C:2]=1[NH:11][C:12]1[CH:13]=[C:14]([C:19]([F:20])([F:21])[F:22])[CH:15]=[CH:16][C:17]=1[CH3:18], predict the reactants needed to synthesize it. The reactants are: Cl[C:2]1[NH:3][C:4]2[CH:10]=[CH:9][CH:8]=[CH:7][C:5]=2[N:6]=1.[NH2:11][C:12]1[CH:13]=[C:14]([C:19]([F:22])([F:21])[F:20])[CH:15]=[CH:16][C:17]=1[CH3:18]. (2) Given the product [CH3:13][O:14][C:3]1[C:8]([C:9]#[N:10])=[C:7]([CH3:11])[CH:6]=[C:5]([CH3:12])[N:4]=1, predict the reactants needed to synthesize it. The reactants are: [Na].Cl[C:3]1[C:8]([C:9]#[N:10])=[C:7]([CH3:11])[CH:6]=[C:5]([CH3:12])[N:4]=1.[CH3:13][OH:14]. (3) Given the product [Cl:35][C:10]1[CH:11]=[C:12]([C:13](=[O:14])[NH:15][CH2:16][C:17]2[CH:22]=[C:21]([Cl:23])[CH:20]=[CH:19][C:18]=2[S:24]([CH2:27][CH3:28])(=[O:26])=[O:25])[CH:29]=[C:30]([C:31]([F:34])([F:33])[F:32])[C:9]=1[CH2:8][N:4]1[CH2:5][CH2:6][CH2:7][C@H:2]([NH:1][CH2:37][CH2:38][NH:39][C:40](=[O:46])[O:41][C:42]([CH3:45])([CH3:44])[CH3:43])[CH2:3]1, predict the reactants needed to synthesize it. The reactants are: [NH2:1][C@H:2]1[CH2:7][CH2:6][CH2:5][N:4]([CH2:8][C:9]2[C:30]([C:31]([F:34])([F:33])[F:32])=[CH:29][C:12]([C:13]([NH:15][CH2:16][C:17]3[CH:22]=[C:21]([Cl:23])[CH:20]=[CH:19][C:18]=3[S:24]([CH2:27][CH3:28])(=[O:26])=[O:25])=[O:14])=[CH:11][C:10]=2[Cl:35])[CH2:3]1.Br[CH2:37][CH2:38][NH:39][C:40](=[O:46])[O:41][C:42]([CH3:45])([CH3:44])[CH3:43]. (4) Given the product [F:1][C:2]1[CH:3]=[C:4]2[C:8](=[CH:9][CH:10]=1)[NH:7][C:6](=[O:11])[C:5]2=[C:13]([CH3:15])[CH3:12], predict the reactants needed to synthesize it. The reactants are: [F:1][C:2]1[CH:3]=[C:4]2[C:8](=[CH:9][CH:10]=1)[NH:7][C:6](=[O:11])[CH2:5]2.[CH3:12][C:13]([CH3:15])=O.N1CCCCC1. (5) The reactants are: [CH2:1](Br)[CH2:2][CH:3]([CH3:5])[CH3:4].COCCOC[C:13]1[C:26]2[NH:27][N:28]=[C:24]3[C:25]=2[C:16]([C:17](=[O:30])[C:18]2[C:23]3=[CH:22][CH:21]=[CH:20][C:19]=2[OH:29])=[CH:15][CH:14]=1.C(=O)([O-])[O-].[K+].[K+].O. Given the product [CH3:4][CH:3]([CH3:5])[CH2:2][CH2:1][O:29][C:19]1[CH:20]=[CH:21][CH:22]=[C:23]2[C:18]=1[C:17](=[O:30])[C:16]1[C:25]3[C:24]2=[N:28][NH:27][C:26]=3[CH:13]=[CH:14][CH:15]=1, predict the reactants needed to synthesize it. (6) Given the product [C:1]([O:5][C:6]([N:8]1[CH2:9][CH:10]([NH:12][C:13]2[CH:18]=[C:17]([F:19])[CH:16]=[CH:15][C:14]=2[NH2:20])[CH2:11]1)=[O:7])([CH3:4])([CH3:2])[CH3:3], predict the reactants needed to synthesize it. The reactants are: [C:1]([O:5][C:6]([N:8]1[CH2:11][CH:10]([NH:12][C:13]2[CH:18]=[C:17]([F:19])[CH:16]=[CH:15][C:14]=2[N+:20]([O-])=O)[CH2:9]1)=[O:7])([CH3:4])([CH3:3])[CH3:2]. (7) Given the product [NH2:1][C:4]1[C:9]([O:10][CH2:11][C:12]([F:13])([F:14])[F:15])=[CH:8][CH:7]=[CH:6][C:5]=1[CH3:16], predict the reactants needed to synthesize it. The reactants are: [N+:1]([C:4]1[C:9]([O:10][CH2:11][C:12]([F:15])([F:14])[F:13])=[CH:8][CH:7]=[CH:6][C:5]=1[CH3:16])([O-])=O. (8) Given the product [CH2:1]([N:8]1[C:16]2[CH:15]=[CH:14][C:13]3[N:12]([C:19]([CH3:33])=[N:18][N:17]=3)[C:11]=2[CH:10]=[CH:9]1)[C:2]1[CH:3]=[CH:4][CH:5]=[CH:6][CH:7]=1, predict the reactants needed to synthesize it. The reactants are: [CH2:1]([N:8]1[C:16]2[C:11](=[N:12][C:13]([N:17](C(OC(C)(C)C)=O)[NH:18][C:19](OC(C)(C)C)=O)=[CH:14][CH:15]=2)[CH:10]=[CH:9]1)[C:2]1[CH:7]=[CH:6][CH:5]=[CH:4][CH:3]=1.[C:33](O)(=O)C. (9) Given the product [NH:3]1[CH:4]=[CH:5][N:1]=[C:2]1[CH2:6][CH2:7][NH:8][C:9]([C:11]1[C:19]2[N:18]=[C:17]([C:20]3[S:21][CH:22]=[CH:23][CH:24]=3)[NH:16][C:15]=2[C:14]([OH:25])=[CH:13][CH:12]=1)=[O:10], predict the reactants needed to synthesize it. The reactants are: [NH:1]1[CH:5]=[CH:4][N:3]=[C:2]1[CH2:6][CH2:7][NH:8][C:9]([C:11]1[C:19]2[N:18]=[C:17]([C:20]3[S:21][CH:22]=[CH:23][CH:24]=3)[NH:16][C:15]=2[C:14]([O:25]C)=[CH:13][CH:12]=1)=[O:10].B(Br)(Br)Br.